Dataset: Catalyst prediction with 721,799 reactions and 888 catalyst types from USPTO. Task: Predict which catalyst facilitates the given reaction. (1) Reactant: Br[C:2]1[CH:21]=[CH:20][C:5]2[N:6]=[C:7]([N:9]3[CH2:13][CH2:12][C@@H:11]([N:14]4[CH2:19][CH2:18][CH2:17][CH2:16][CH2:15]4)[CH2:10]3)[S:8][C:4]=2[CH:3]=1.C(P(C(C)(C)C)C(C)(C)C)(C)(C)C.C[Si]([N-:39][Si](C)(C)C)(C)C.[Li+].Cl.[OH-].[Na+]. Product: [N:14]1([C@@H:11]2[CH2:12][CH2:13][N:9]([C:7]3[S:8][C:4]4[CH:3]=[C:2]([NH2:39])[CH:21]=[CH:20][C:5]=4[N:6]=3)[CH2:10]2)[CH2:19][CH2:18][CH2:17][CH2:16][CH2:15]1. The catalyst class is: 691. (2) Reactant: [Cl:1][C:2]1[C:3]([F:35])=[C:4]([CH:32]=[CH:33][CH:34]=1)[CH2:5][NH:6][C:7]([C@@H:9]1[CH2:14][C@:13]2([CH2:15][OH:16])[C@@H:11]([CH2:12]2)[N:10]1[C:17](=[O:31])[CH2:18][N:19]1[C:23]2=N[CH:25]=[CH:26][CH:27]=[C:22]2[C:21]([C:28](=[O:30])[CH3:29])=[CH:20]1)=[O:8].[C:36](C1C2C(=CC=CC=2)N(CC(O)=O)C=1)(=O)C. Product: [Cl:1][C:2]1[C:3]([F:35])=[C:4]([CH:32]=[CH:33][CH:34]=1)[CH2:5][NH:6][C:7]([C@@H:9]1[CH2:14][C@:13]2([CH2:15][OH:16])[C@@H:11]([CH2:12]2)[N:10]1[C:17](=[O:31])[CH2:18][N:19]1[C:23]2[C:22](=[CH:27][CH:26]=[CH:25][CH:36]=2)[C:21]([C:28](=[O:30])[CH3:29])=[CH:20]1)=[O:8]. The catalyst class is: 25. (3) Reactant: Cl[C:2]1[C:11]2[C:6](=[CH:7][CH:8]=[C:9]([O:12][CH3:13])[CH:10]=2)[N:5]=[C:4]([C:14]2[CH:15]=[N:16][CH:17]=[CH:18][CH:19]=2)[N:3]=1.[Cl:20][C:21]1[CH:26]=[CH:25][N:24]=[C:23]([NH2:27])[CH:22]=1.C([O-])([O-])=O.[Cs+].[Cs+].O. Product: [Cl:20][C:21]1[CH:26]=[CH:25][N:24]=[C:23]([NH:27][C:2]2[C:11]3[C:6](=[CH:7][CH:8]=[C:9]([O:12][CH3:13])[CH:10]=3)[N:5]=[C:4]([C:14]3[CH:15]=[N:16][CH:17]=[CH:18][CH:19]=3)[N:3]=2)[CH:22]=1. The catalyst class is: 3. (4) Reactant: [C:1]([C:3]1[C:8]2[S:9][CH:10]=[CH:11][C:7]=2[C:6]([NH:12][C@H:13]([C@@H:17]([OH:19])[CH3:18])[C:14]([OH:16])=O)=[CH:5][CH:4]=1)#[N:2].[C:20]([C:22]1[CH:31]=[CH:30][C:25]([C:26]([NH:28][NH2:29])=[O:27])=[CH:24][CH:23]=1)#[N:21].C1C=CC2N(O)N=NC=2C=1.C(Cl)CCl.CCN(CC)CC. Product: [C:20]([C:22]1[CH:23]=[CH:24][C:25]([C:26]([NH:28][NH:29][C:14](=[O:16])[C@H:13]([NH:12][C:6]2[C:7]3[CH:11]=[CH:10][S:9][C:8]=3[C:3]([C:1]#[N:2])=[CH:4][CH:5]=2)[C@@H:17]([OH:19])[CH3:18])=[O:27])=[CH:30][CH:31]=1)#[N:21]. The catalyst class is: 1. (5) Reactant: C([N:8]1[CH2:13][CH2:12][O:11][C@H:10]([CH2:14][C:15]2[CH:20]=[CH:19][C:18]([O:21][CH3:22])=[C:17]([C:23]([F:26])([F:25])[F:24])[CH:16]=2)[CH2:9]1)(OC(C)(C)C)=O.FC(F)(F)C(O)=O. Product: [CH3:22][O:21][C:18]1[CH:19]=[CH:20][C:15]([CH2:14][C@H:10]2[O:11][CH2:12][CH2:13][NH:8][CH2:9]2)=[CH:16][C:17]=1[C:23]([F:25])([F:26])[F:24]. The catalyst class is: 4. (6) Reactant: COCCS(F)(F)([F:11])(CCOC)N.[F:14][C:15]1[CH:41]=[CH:40][C:18]([C:19]([C:33]2[CH:38]=[CH:37][C:36]([F:39])=[CH:35][CH:34]=2)(O)[C:20]([O:22][C@@:23]23[N:30]([CH3:31])[C@@H:27]([CH2:28][CH2:29]2)[CH2:26][CH:25]=[CH:24]3)=[O:21])=[CH:17][CH:16]=1. Product: [C@@:23]12([OH:22])[N:30]([CH3:31])[C@@H:27]([CH2:28][CH2:29]1)[CH2:26][CH:25]=[CH:24]2.[F:11][C:19]([C:33]1[CH:38]=[CH:37][C:36]([F:39])=[CH:35][CH:34]=1)([C:18]1[CH:40]=[CH:41][C:15]([F:14])=[CH:16][CH:17]=1)[C:20]([O-:22])=[O:21]. The catalyst class is: 4. (7) Reactant: [CH3:1][C:2]([CH3:5])([O-])[CH3:3].[Na+].[C:7]1([CH2:13]P(OCC)(=O)OCC)[CH:12]=[CH:11][CH:10]=[CH:9][CH:8]=1.[CH:22]([C:24]1[CH:29]=[CH:28][C:27]([P:30]([C:39]2[CH:44]=[CH:43][C:42]([CH:45]=O)=[CH:41][CH:40]=2)[C:31]2[CH:36]=[CH:35][C:34]([CH:37]=O)=[CH:33][CH:32]=2)=[CH:26][CH:25]=1)=O.Cl. Product: [C:24]1([CH:22]=[CH:13][C:7]2[CH:8]=[CH:9][CH:10]=[CH:11][CH:12]=2)[CH:25]=[CH:26][C:27]([P:30]([C:31]2[CH:32]=[CH:33][C:34]([CH:37]=[CH:22][C:24]3[CH:29]=[CH:28][CH:27]=[CH:26][CH:25]=3)=[CH:35][CH:36]=2)[C:39]2[CH:40]=[CH:41][C:42]([CH:45]=[CH:1][C:2]3[CH:5]=[CH:36][CH:31]=[CH:32][CH:3]=3)=[CH:43][CH:44]=2)=[CH:28][CH:29]=1. The catalyst class is: 615. (8) Reactant: Cl[CH2:2][C:3]1[CH:28]=[CH:27][C:6]([O:7][CH2:8][C:9]2[N:10]=[C:11]([C:15]3[CH:20]=[CH:19][C:18]([CH2:21][C:22]([O:24][CH2:25][CH3:26])=[O:23])=[CH:17][CH:16]=3)[O:12][C:13]=2[CH3:14])=[C:5]([O:29][CH3:30])[CH:4]=1.[OH:31][C:32]1[C:36]([CH:37]=[O:38])=[CH:35][N:34]([C:39]2[CH:44]=[CH:43][CH:42]=[CH:41][CH:40]=2)[N:33]=1.C(=O)([O-])[O-].[K+].[K+].CN(C)C=O. Product: [CH:37]([C:36]1[C:32]([O:31][CH2:2][C:3]2[CH:28]=[CH:27][C:6]([O:7][CH2:8][C:9]3[N:10]=[C:11]([C:15]4[CH:20]=[CH:19][C:18]([CH2:21][C:22]([O:24][CH2:25][CH3:26])=[O:23])=[CH:17][CH:16]=4)[O:12][C:13]=3[CH3:14])=[C:5]([O:29][CH3:30])[CH:4]=2)=[N:33][N:34]([C:39]2[CH:44]=[CH:43][CH:42]=[CH:41][CH:40]=2)[CH:35]=1)=[O:38]. The catalyst class is: 6.